Dataset: Forward reaction prediction with 1.9M reactions from USPTO patents (1976-2016). Task: Predict the product of the given reaction. (1) Given the reactants [NH2-].[Na+].N.[Na].[CH2:5]([O:12][C:13]1[C:18]([O:19][CH3:20])=[CH:17][C:16]([CH2:21][CH2:22][C:23]#[N:24])=[C:15](Br)[CH:14]=1)[C:6]1[CH:11]=[CH:10][CH:9]=[CH:8][CH:7]=1, predict the reaction product. The product is: [CH2:5]([O:12][C:13]1[CH:14]=[C:15]2[C:16]([CH2:21][CH:22]2[C:23]#[N:24])=[CH:17][C:18]=1[O:19][CH3:20])[C:6]1[CH:11]=[CH:10][CH:9]=[CH:8][CH:7]=1. (2) Given the reactants [F:1][C:2]1[CH:10]=[CH:9][CH:8]=[C:7]([F:11])[C:3]=1[C:4]([OH:6])=O.F[P-](F)(F)(F)(F)F.N1(OC(N(C)C)=[N+](C)C)C2N=CC=CC=2N=N1.C(N(C(C)C)CC)(C)C.[NH2:45][C:46]1[N:50]([C:51]2[CH:56]=[CH:55][C:54]([F:57])=[CH:53][CH:52]=2)[N:49]=[CH:48][C:47]=1[C:58]([NH:60][CH2:61][C:62]([CH2:68][NH2:69])([OH:67])[C:63]([F:66])([F:65])[F:64])=[O:59], predict the reaction product. The product is: [NH2:45][C:46]1[N:50]([C:51]2[CH:52]=[CH:53][C:54]([F:57])=[CH:55][CH:56]=2)[N:49]=[CH:48][C:47]=1[C:58]([NH:60][CH2:61][C:62]([CH2:68][NH:69][C:4]([C:3]1[C:7]([F:11])=[CH:8][CH:9]=[CH:10][C:2]=1[F:1])=[O:6])([OH:67])[C:63]([F:66])([F:65])[F:64])=[O:59]. (3) Given the reactants [Cl:1][C:2]1[CH:15]=[CH:14][C:5]([CH2:6][N:7]2[CH2:12][CH2:11][CH:10]([NH2:13])[CH2:9][CH2:8]2)=[CH:4][CH:3]=1.Cl[C:17]1[CH:22]=[CH:21][C:20]([CH2:23][C:24]([O:26]C)=[O:25])=[C:19]([O:28][CH2:29][C:30]2([CH2:33][CH3:34])[CH2:32][O:31]2)[CH:18]=1, predict the reaction product. The product is: [Cl:1][C:2]1[CH:3]=[CH:4][C:5]([CH2:6][N:7]2[CH2:8][CH2:9][CH:10]([NH:13][CH2:32][C:30]([OH:31])([CH2:33][CH3:34])[CH2:29][O:28][C:19]3[CH:18]=[CH:17][CH:22]=[CH:21][C:20]=3[CH2:23][C:24]([OH:26])=[O:25])[CH2:11][CH2:12]2)=[CH:14][CH:15]=1. (4) Given the reactants [OH:1][C:2]1[CH:7]=[C:6]([CH3:8])O[C:4](=[O:9])[CH:3]=1.[F:10][C:11]1[CH:12]=[C:13]([CH:16]=[CH:17][CH:18]=1)[CH2:14][NH2:15], predict the reaction product. The product is: [F:10][C:11]1[CH:12]=[C:13]([CH:16]=[CH:17][CH:18]=1)[CH2:14][N:15]1[C:6]([CH3:8])=[CH:7][C:2]([OH:1])=[CH:3][C:4]1=[O:9]. (5) Given the reactants [NH2:1][C:2]1[CH:3]=[CH:4][C:5]([CH3:22])=[C:6]([NH:8][C:9]2[N:10]=[CH:11][C:12]3[N:17]=[C:16]([NH:18][C:19](=[O:21])[CH3:20])[S:15][C:13]=3[N:14]=2)[CH:7]=1.[Cl:23][C:24]1[C:32]([C:33]2([C:36]#[N:37])[CH2:35][CH2:34]2)=[CH:31][CH:30]=[CH:29][C:25]=1[C:26](O)=[O:27].F[P-](F)(F)(F)(F)F.N1(OC(N(C)C)=[N+](C)C)C2N=CC=CC=2N=N1.C(=O)([O-])O.[Na+], predict the reaction product. The product is: [C:19]([NH:18][C:16]1[S:15][C:13]2[N:14]=[C:9]([NH:8][C:6]3[CH:7]=[C:2]([NH:1][C:26](=[O:27])[C:25]4[CH:29]=[CH:30][CH:31]=[C:32]([C:33]5([C:36]#[N:37])[CH2:34][CH2:35]5)[C:24]=4[Cl:23])[CH:3]=[CH:4][C:5]=3[CH3:22])[N:10]=[CH:11][C:12]=2[N:17]=1)(=[O:21])[CH3:20]. (6) Given the reactants [N:1]1[C:9]2[C:4](=[N:5][CH:6]=[CH:7][CH:8]=2)[N:3]([C:10]2[CH:15]=[CH:14][C:13]([CH2:16][C:17]([OH:19])=O)=[CH:12][CH:11]=2)[CH:2]=1.[I:20][C:21]1[CH:26]=[CH:25][C:24]([NH2:27])=[CH:23][C:22]=1[C:28]([F:31])([F:30])[F:29], predict the reaction product. The product is: [N:1]1[C:9]2[C:4](=[N:5][CH:6]=[CH:7][CH:8]=2)[N:3]([C:10]2[CH:11]=[CH:12][C:13]([CH2:16][C:17]([NH:27][C:24]3[CH:25]=[CH:26][C:21]([I:20])=[C:22]([C:28]([F:31])([F:29])[F:30])[CH:23]=3)=[O:19])=[CH:14][CH:15]=2)[CH:2]=1. (7) Given the reactants CC1C=CC(S(O[CH2:12][CH:13]2[CH2:17][C:16]3[CH:18]=[C:19]([Cl:30])[CH:20]=[C:21]([C:22]4[CH:27]=[CH:26][CH:25]=[C:24]([F:28])[C:23]=4[F:29])[C:15]=3[O:14]2)(=O)=O)=CC=1.[CH3:31][NH2:32], predict the reaction product. The product is: [Cl:30][C:19]1[CH:20]=[C:21]([C:22]2[CH:27]=[CH:26][CH:25]=[C:24]([F:28])[C:23]=2[F:29])[C:15]2[O:14][CH:13]([CH2:12][NH:32][CH3:31])[CH2:17][C:16]=2[CH:18]=1. (8) Given the reactants [F:1][C:2]1[CH:3]=[CH:4][C:5]([CH3:9])=[C:6]([OH:8])[CH:7]=1.F[B-](F)(F)F.[O:15]=[N+:16]=[O:17], predict the reaction product. The product is: [F:1][C:2]1[C:7]([N+:16]([O-:17])=[O:15])=[C:6]([OH:8])[C:5]([CH3:9])=[CH:4][CH:3]=1. (9) Given the reactants [NH2:1][C:2]1[NH:6][N:5]=[C:4]([OH:7])[C:3]=1[C:8]1[CH:9]=[N:10][CH:11]=[CH:12][CH:13]=1.[O:14]1[CH2:19][CH2:18][O:17][C:16]2[CH:20]=[C:21]([C:24](=O)[CH2:25][C:26](OCC)=[O:27])[CH:22]=[CH:23][C:15]1=2, predict the reaction product. The product is: [O:14]1[CH2:19][CH2:18][O:17][C:16]2[CH:20]=[C:21]([C:24]3[NH:1][C:2]4[N:6]([N:5]=[C:4]([OH:7])[C:3]=4[C:8]4[CH:9]=[N:10][CH:11]=[CH:12][CH:13]=4)[C:26](=[O:27])[CH:25]=3)[CH:22]=[CH:23][C:15]1=2. (10) Given the reactants Cl[C:2]1[C:15]2[C:14](=O)[C:13]3[C:8](=[C:9]([Cl:17])[CH:10]=[CH:11][CH:12]=3)[C:7](=O)[C:6]=2[CH:5]=[CH:4][CH:3]=1.CC[N:21]([CH:25](C)C)C(C)C.[OH2:28].[NH2:29]N, predict the reaction product. The product is: [Cl:17][C:9]1[CH2:10][C:11](=[O:28])[CH2:12][C:13]2[C:8]=1[CH:7]=[C:6]1[C:15](=[C:2]3[CH:25]=[N:21][N:29]=[C:3]3[CH:4]=[CH:5]1)[CH:14]=2.